This data is from NCI-60 drug combinations with 297,098 pairs across 59 cell lines. The task is: Regression. Given two drug SMILES strings and cell line genomic features, predict the synergy score measuring deviation from expected non-interaction effect. Drug 1: CS(=O)(=O)C1=CC(=C(C=C1)C(=O)NC2=CC(=C(C=C2)Cl)C3=CC=CC=N3)Cl. Drug 2: CCN(CC)CCCC(C)NC1=C2C=C(C=CC2=NC3=C1C=CC(=C3)Cl)OC. Cell line: M14. Synergy scores: CSS=36.3, Synergy_ZIP=18.1, Synergy_Bliss=18.0, Synergy_Loewe=5.08, Synergy_HSA=14.3.